The task is: Predict the reactants needed to synthesize the given product.. This data is from Full USPTO retrosynthesis dataset with 1.9M reactions from patents (1976-2016). (1) The reactants are: [Cl:1][C:2]1[CH:19]=[CH:18][C:5]([CH2:6][CH:7]2[C:13]3([C:14]([OH:16])=[O:15])[C:10]([CH3:17])([CH2:11][O:12]3)[CH2:9][CH2:8]2)=[CH:4][CH:3]=1.S(Cl)(Cl)=O.Cl.[CH2:25](N(CC)CC)C.S(=O)(=O)(O)O. Given the product [CH3:25][O:15][C:14]([C:13]12[O:12][CH2:11][C:10]1([CH3:17])[CH2:9][CH2:8][CH:7]2[CH2:6][C:5]1[CH:4]=[CH:3][C:2]([Cl:1])=[CH:19][CH:18]=1)=[O:16], predict the reactants needed to synthesize it. (2) The reactants are: [N:1]1[C:9]2[CH:8]=[CH:7][N:6]=[CH:5][C:4]=2[S:3][CH:2]=1.Br[C:11]1[C:18]([Cl:19])=[CH:17][C:16]([F:20])=[CH:15][C:12]=1[C:13]#[N:14].C(=O)([O-])[O-].[Cs+].[Cs+].O. Given the product [Cl:19][C:18]1[C:11]([C:2]2[S:3][C:4]3[CH:5]=[N:6][CH:7]=[CH:8][C:9]=3[N:1]=2)=[C:12]([CH:15]=[C:16]([F:20])[CH:17]=1)[C:13]#[N:14], predict the reactants needed to synthesize it.